Dataset: Catalyst prediction with 721,799 reactions and 888 catalyst types from USPTO. Task: Predict which catalyst facilitates the given reaction. Product: [F:1][C:2]1[CH:3]=[C:4]([NH:13][C:14]([C@@H:16]2[N:25]([C:26]([CH:28]3[CH2:30][CH:29]3[CH2:31][C:32]([OH:34])=[O:33])=[O:27])[CH2:24][CH2:23][C:22]3[N:21]=[C:20]([O:42][CH3:43])[CH:19]=[CH:18][C:17]2=3)=[O:15])[CH:5]=[C:6]([F:12])[C:7]=1[Si:8]([CH3:11])([CH3:9])[CH3:10]. Reactant: [F:1][C:2]1[CH:3]=[C:4]([NH:13][C:14]([C@@H:16]2[N:25]([C:26]([C@H:28]3[CH2:30][C@@H:29]3[CH2:31][C:32]([O:34]CC3C=CC=CC=3)=[O:33])=[O:27])[CH2:24][CH2:23][C:22]3[N:21]=[C:20]([O:42][CH3:43])[CH:19]=[CH:18][C:17]2=3)=[O:15])[CH:5]=[C:6]([F:12])[C:7]=1[Si:8]([CH3:11])([CH3:10])[CH3:9]. The catalyst class is: 129.